Predict the product of the given reaction. From a dataset of Forward reaction prediction with 1.9M reactions from USPTO patents (1976-2016). (1) Given the reactants [CH2:1]([O:3][C:4]1[NH:8][N:7]=[C:6]([C:9]([NH:11][CH3:12])=O)[CH:5]=1)[CH3:2].C(C1NN=C(CNC)C=1)(C)C.C(C1C=C(C(NC)=O)NN=1)(C)C, predict the reaction product. The product is: [CH2:1]([O:3][C:4]1[NH:8][N:7]=[C:6]([CH2:9][NH:11][CH3:12])[CH:5]=1)[CH3:2]. (2) Given the reactants [S:1]1[C:5]([C:6]2[CH:7]=[C:8]([NH2:15])[CH:9]=[C:10]3[C:14]=2[NH:13][N:12]=[CH:11]3)=[CH:4][C:3]2[CH:16]=[CH:17][CH:18]=[CH:19][C:2]1=2.[CH3:20][O:21][C:22]1[C:23](=O)[C:24](=[O:28])[C:25]=1[O:26]C.C(N(CC)C(C)C)(C)C, predict the reaction product. The product is: [S:1]1[C:5]([C:6]2[CH:7]=[C:8]([NH:15][C:23]3[C:24](=[O:28])[C:25](=[O:26])[C:22]=3[O:21][CH3:20])[CH:9]=[C:10]3[C:14]=2[NH:13][N:12]=[CH:11]3)=[CH:4][C:3]2[CH:16]=[CH:17][CH:18]=[CH:19][C:2]1=2. (3) The product is: [Cl:41][C:14]1[C:13]2[C:18](=[CH:19][C:10]([S:7]([N:6]([C:3]3[CH:4]=[CH:5][O:1][N:2]=3)[CH2:21][C:22]3[CH:27]=[CH:26][C:25]([O:28][CH3:29])=[CH:24][CH:23]=3)(=[O:9])=[O:8])=[CH:11][CH:12]=2)[N:17]=[CH:16][N:15]=1. Given the reactants [O:1]1[CH:5]=[CH:4][C:3]([N:6]([CH2:21][C:22]2[CH:27]=[CH:26][C:25]([O:28][CH3:29])=[CH:24][CH:23]=2)[S:7]([C:10]2[CH:19]=[C:18]3[C:13]([C:14](=O)[NH:15][CH:16]=[N:17]3)=[CH:12][CH:11]=2)(=[O:9])=[O:8])=[N:2]1.CCN(C(C)C)C(C)C.P(Cl)(Cl)([Cl:41])=O.N1C=CC=CC=1, predict the reaction product. (4) The product is: [NH2:9][C:4]1[CH:3]=[C:2]([CH3:1])[CH:7]=[CH:6][C:5]=1[OH:8]. Given the reactants [CH3:1][C:2]1[CH:7]=[CH:6][C:5]([OH:8])=[C:4]([N+:9]([O-])=O)[CH:3]=1, predict the reaction product. (5) Given the reactants [Cl:1][C:2]1[CH:7]=[CH:6][C:5]([C:8]2[N:13]=[C:12]([NH:14][CH2:15][C@@H:16]3[CH2:20][CH2:19][N:18](C(OC(C)(C)C)=O)[CH2:17]3)[N:11]3[C:28](=[O:32])[N:29]([CH3:31])[N:30]=[C:10]3[C:9]=2[C:33]2[CH:38]=[CH:37][C:36]([Cl:39])=[CH:35][CH:34]=2)=[CH:4][CH:3]=1, predict the reaction product. The product is: [Cl:1][C:2]1[CH:3]=[CH:4][C:5]([C:8]2[N:13]=[C:12]([NH:14][CH2:15][C@@H:16]3[CH2:20][CH2:19][NH:18][CH2:17]3)[N:11]3[C:28](=[O:32])[N:29]([CH3:31])[N:30]=[C:10]3[C:9]=2[C:33]2[CH:34]=[CH:35][C:36]([Cl:39])=[CH:37][CH:38]=2)=[CH:6][CH:7]=1.